Predict the product of the given reaction. From a dataset of Forward reaction prediction with 1.9M reactions from USPTO patents (1976-2016). (1) Given the reactants [NH2:1][C:2]1[S:6][N:5]=[C:4]([CH3:7])[C:3]=1[C:8]([NH:10][C:11]1[CH:12]=[N:13][C:14]([O:17][CH3:18])=[CH:15][CH:16]=1)=[O:9].Cl[C:20]1[N:27]=[CH:26][CH:25]=[CH:24][C:21]=1[C:22]#[N:23].C(=O)([O-])[O-].[Cs+].[Cs+].CC1(C)C2C(=C(P(C3C=CC=CC=3)C3C=CC=CC=3)C=CC=2)OC2C(P(C3C=CC=CC=3)C3C=CC=CC=3)=CC=CC1=2, predict the reaction product. The product is: [C:22]([C:21]1[C:20]([NH:1][C:2]2[S:6][N:5]=[C:4]([CH3:7])[C:3]=2[C:8]([NH:10][C:11]2[CH:12]=[N:13][C:14]([O:17][CH3:18])=[CH:15][CH:16]=2)=[O:9])=[N:27][CH:26]=[CH:25][CH:24]=1)#[N:23]. (2) Given the reactants [F:1][C:2]1[CH:7]=[CH:6][C:5]([C:8](=[O:25])[CH:9]([CH2:15][C:16]2[CH:21]=[CH:20][CH:19]=[C:18]([CH:22]([CH3:24])[CH3:23])[CH:17]=2)[C:10]([O:12][CH2:13][CH3:14])=[O:11])=[CH:4][CH:3]=1.Cl, predict the reaction product. The product is: [F:1][C:2]1[CH:7]=[CH:6][C:5]([CH:8]([OH:25])[CH:9]([CH2:15][C:16]2[CH:21]=[CH:20][CH:19]=[C:18]([CH:22]([CH3:24])[CH3:23])[CH:17]=2)[C:10]([O:12][CH2:13][CH3:14])=[O:11])=[CH:4][CH:3]=1. (3) Given the reactants [H-].[Na+].[C:3]([O:7][CH2:8][CH3:9])(=[O:6])[CH2:4][OH:5].[Br:10][C:11]1[CH:12]=[C:13]([N+:18]([O-:20])=[O:19])[C:14](Cl)=[N:15][CH:16]=1.[H-].[Na+].C(OCC)(=O)CO, predict the reaction product. The product is: [Br:10][C:11]1[CH:12]=[C:13]([N+:18]([O-:20])=[O:19])[C:14]([O:5][CH2:4][C:3]([O:7][CH2:8][CH3:9])=[O:6])=[N:15][CH:16]=1. (4) Given the reactants C[Si](C)(C)CCOC[N:7]1[CH:11]=[CH:10][C:9]([C:12]2[C:13]3[NH:21][N:20]=[N:19][C:14]=3[N:15]=[C:16]([NH2:18])[N:17]=2)=[N:8]1.Cl, predict the reaction product. The product is: [NH:7]1[CH:11]=[CH:10][C:9]([C:12]2[C:13]3[NH:21][N:20]=[N:19][C:14]=3[N:15]=[C:16]([NH2:18])[N:17]=2)=[N:8]1. (5) Given the reactants [OH:1][C:2]1[CH:3]=[C:4]([C:8]2[C:17]3[C:12](=[C:13]([C:18]([F:21])([F:20])[F:19])[CH:14]=[CH:15][CH:16]=3)[N:11]=[CH:10][C:9]=2[C:22]([C:24]2[CH:29]=[CH:28][CH:27]=[CH:26][CH:25]=2)=[O:23])[CH:5]=[CH:6][CH:7]=1.Br[CH2:31][CH2:32][CH:33]=[C:34]([CH3:36])[CH3:35], predict the reaction product. The product is: [CH3:35][C:34]([CH3:36])=[CH:33][CH2:32][CH2:31][O:1][C:2]1[CH:3]=[C:4]([C:8]2[C:17]3[C:12](=[C:13]([C:18]([F:21])([F:19])[F:20])[CH:14]=[CH:15][CH:16]=3)[N:11]=[CH:10][C:9]=2[C:22]([C:24]2[CH:25]=[CH:26][CH:27]=[CH:28][CH:29]=2)=[O:23])[CH:5]=[CH:6][CH:7]=1. (6) Given the reactants [C:1]1([S:7]([CH2:10][C:11]([O:13][CH3:14])=[O:12])(=[O:9])=[O:8])[CH:6]=[CH:5][CH:4]=[CH:3][CH:2]=1.C[O-].[Na+].[C:18]1(=[O:24])[CH2:23][CH2:22][CH2:21][CH:20]=[CH:19]1, predict the reaction product. The product is: [CH3:14][O:13][C:11](=[O:12])[CH:10]([S:7]([C:1]1[CH:2]=[CH:3][CH:4]=[CH:5][CH:6]=1)(=[O:9])=[O:8])[CH:20]1[CH2:21][CH2:22][CH2:23][C:18](=[O:24])[CH2:19]1.